Predict the reaction yield, written as a fraction of the theoretical maximum amount of product (1.0 means a 100% yield; for example, 0.34 means a 34% yield). From a dataset of Reaction yield outcomes from USPTO patents with 853,638 reactions. (1) The reactants are [OH:1][CH2:2][CH2:3][CH:4]1[CH2:8][CH2:7][N:6]([C:9]([O:11][C:12]([CH3:15])([CH3:14])[CH3:13])=[O:10])[CH2:5]1.C(Cl)Cl.[CH3:19][S:20](Cl)(=[O:22])=[O:21]. The catalyst is CCOC(C)=O. The product is [CH3:19][S:20]([O:1][CH2:2][CH2:3][CH:4]1[CH2:8][CH2:7][N:6]([C:9]([O:11][C:12]([CH3:15])([CH3:14])[CH3:13])=[O:10])[CH2:5]1)(=[O:22])=[O:21]. The yield is 1.00. (2) The reactants are [NH2:1][C:2]([CH3:6])([CH3:5])[CH2:3][OH:4].C(N(CC)CC)C.Cl.[F:15][C:16]([F:50])([F:49])[C:17]1[CH:22]=[C:21]([C:23]2[CH:28]=[CH:27][C:26]([C:29]([F:32])([F:31])[F:30])=[CH:25][CH:24]=2)[N:20]=[C:19]([C:33]2[CH:38]=[CH:37][N:36]=[C:35]([C:39]3[CH:40]=[C:41]([S:45](Cl)(=[O:47])=[O:46])[CH:42]=[CH:43][CH:44]=3)[CH:34]=2)[N:18]=1. The catalyst is C1COCC1. The product is [OH:4][CH2:3][C:2]([NH:1][S:45]([C:41]1[CH:42]=[CH:43][CH:44]=[C:39]([C:35]2[CH:34]=[C:33]([C:19]3[N:18]=[C:17]([C:16]([F:15])([F:49])[F:50])[CH:22]=[C:21]([C:23]4[CH:28]=[CH:27][C:26]([C:29]([F:32])([F:30])[F:31])=[CH:25][CH:24]=4)[N:20]=3)[CH:38]=[CH:37][N:36]=2)[CH:40]=1)(=[O:46])=[O:47])([CH3:6])[CH3:5]. The yield is 0.630. (3) The reactants are Cl[C:2]1[N:7]2[N:8]=[C:9]([NH2:11])[N:10]=[C:6]2[CH:5]=[CH:4][CH:3]=1.[CH:12]1([NH2:18])[CH2:17][CH2:16][CH2:15][CH2:14][CH2:13]1. The catalyst is CC(OC)(C)C. The product is [CH:12]1([NH:18][C:2]2[N:7]3[N:8]=[C:9]([NH2:11])[N:10]=[C:6]3[CH:5]=[CH:4][CH:3]=2)[CH2:17][CH2:16][CH2:15][CH2:14][CH2:13]1. The yield is 0.590. (4) The reactants are [Cl:1][C:2]1[CH:12]=[C:11]([F:13])[C:10]([F:14])=[CH:9][C:3]=1[C:4]([N:6]=[C:7]=[O:8])=[O:5].[NH2:15][C:16]1[CH:21]=[CH:20][CH:19]=[CH:18][C:17]=1[CH:22]=[CH:23][C:24]([OH:26])=[O:25]. The catalyst is C(#N)C. The product is [Cl:1][C:2]1[CH:12]=[C:11]([F:13])[C:10]([F:14])=[CH:9][C:3]=1[C:4]([NH:6][C:7](=[O:8])[NH:15][C:16]1[CH:21]=[CH:20][CH:19]=[CH:18][C:17]=1[CH:22]=[CH:23][C:24]([OH:26])=[O:25])=[O:5]. The yield is 0.760. (5) The reactants are [NH2:1][C@H:2]1[C@@H:6]([CH2:7][F:8])[CH2:5][N:4]([C:9]([O:11][CH2:12][C:13]2[CH:18]=[CH:17][CH:16]=[CH:15][CH:14]=2)=[O:10])[CH2:3]1.C(O)(C(F)(F)F)=O.[Br:26][C:27]1[N:28]=[C:29]2[C:34](Cl)=[C:33]([C:36]([NH2:38])=[O:37])[CH:32]=[N:31][N:30]2[CH:39]=1.CCN(C(C)C)C(C)C. The catalyst is CC(N(C)C)=O. The product is [Br:26][C:27]1[N:28]=[C:29]2[C:34]([NH:1][C@H:2]3[C@@H:6]([CH2:7][F:8])[CH2:5][N:4]([C:9]([O:11][CH2:12][C:13]4[CH:18]=[CH:17][CH:16]=[CH:15][CH:14]=4)=[O:10])[CH2:3]3)=[C:33]([C:36](=[O:37])[NH2:38])[CH:32]=[N:31][N:30]2[CH:39]=1. The yield is 0.980. (6) The reactants are [CH3:1][C:2]1[C:6]([C:7]([OH:9])=[O:8])=[C:5]([CH3:10])[O:4][N:3]=1.O=S(Cl)Cl.[CH3:15]O. No catalyst specified. The product is [CH3:1][C:2]1[C:6]([C:7]([O:9][CH3:15])=[O:8])=[C:5]([CH3:10])[O:4][N:3]=1. The yield is 0.890.